Dataset: Forward reaction prediction with 1.9M reactions from USPTO patents (1976-2016). Task: Predict the product of the given reaction. Given the reactants [CH2:1]([O:9][C:10]1[C:11](=[O:22])[O:12][C:13]2[CH:20]=[C:19]([OH:21])[CH:18]=[CH:17][C:14]=2[C:15]=1[OH:16])[CH2:2][CH2:3][CH2:4][CH2:5][CH2:6][CH2:7][CH3:8].Br[CH2:24][CH2:25][C:26]([O:28][CH2:29][CH3:30])=[O:27], predict the reaction product. The product is: [CH2:1]([O:9][C:10]1[C:11](=[O:22])[O:12][C:13]2[CH:20]=[C:19]([O:21][CH2:24][CH2:25][C:26]([O:28][CH2:29][CH3:30])=[O:27])[CH:18]=[CH:17][C:14]=2[C:15]=1[OH:16])[CH2:2][CH2:3][CH2:4][CH2:5][CH2:6][CH2:7][CH3:8].